The task is: Predict the reaction yield, written as a fraction of the theoretical maximum amount of product (1.0 means a 100% yield; for example, 0.34 means a 34% yield).. This data is from Reaction yield outcomes from USPTO patents with 853,638 reactions. (1) The reactants are IC.[H-].[Na+].[C:5]([CH:9]1[CH:13]([C:14]([OH:16])=[O:15])[CH2:12][C:11](=[O:17])[N:10]1[C@@H:18]([C:20]1[CH:25]=[CH:24][CH:23]=[CH:22][CH:21]=1)[CH3:19])([CH3:8])([CH3:7])[CH3:6].[C:26](O)(=O)CC(CC(O)=O)(C(O)=O)O. The catalyst is CN(C=O)C. The product is [C:5]([CH:9]1[C@@:13]([CH3:26])([C:14]([OH:16])=[O:15])[CH2:12][C:11](=[O:17])[N:10]1[C@@H:18]([C:20]1[CH:21]=[CH:22][CH:23]=[CH:24][CH:25]=1)[CH3:19])([CH3:6])([CH3:7])[CH3:8]. The yield is 0.337. (2) The reactants are C(O[C:6]([N:8]1[CH2:13][CH2:12][N:11]([C:14]2[C:19]([N+:20]([O-:22])=[O:21])=[CH:18][CH:17]=[CH:16][C:15]=2[N+:23]([O-:25])=[O:24])[CH2:10][CH2:9]1)=O)(C)(C)C.FC(F)(F)C(O)=O.[CH3:33][S:34]([N:37]1[CH2:42][CH2:41][C:40]2[N:43]([CH2:56][CH:57]3C[O:58]3)[N:44]=[C:45]([C:46]3[CH:51]=[CH:50][C:49]([C:52]([F:55])([F:54])[F:53])=[CH:48][CH:47]=3)[C:39]=2[CH2:38]1)(=[O:36])=[O:35]. The catalyst is C(Cl)Cl. The product is [N+:23]([C:15]1[CH:16]=[CH:17][CH:18]=[C:19]([N+:20]([O-:22])=[O:21])[C:14]=1[N:11]1[CH2:10][CH2:9][N:8]([CH2:6][CH:57]([OH:58])[CH2:56][N:43]2[C:40]3[CH2:41][CH2:42][N:37]([S:34]([CH3:33])(=[O:36])=[O:35])[CH2:38][C:39]=3[C:45]([C:46]3[CH:51]=[CH:50][C:49]([C:52]([F:54])([F:55])[F:53])=[CH:48][CH:47]=3)=[N:44]2)[CH2:13][CH2:12]1)([O-:25])=[O:24]. The yield is 0.850. (3) The reactants are [C:1]([C:3]1[CH:8]=[CH:7][C:6]([CH:9]=[CH:10][C:11]([O:13][C:14]([CH3:17])([CH3:16])[CH3:15])=[O:12])=[CH:5][C:4]=1[CH3:18])#[N:2].[H][H]. The catalyst is C(OCC)(=O)C.[Pd]. The product is [C:1]([C:3]1[CH:8]=[CH:7][C:6]([CH2:9][CH2:10][C:11]([O:13][C:14]([CH3:16])([CH3:15])[CH3:17])=[O:12])=[CH:5][C:4]=1[CH3:18])#[N:2]. The yield is 0.980. (4) The catalyst is C1COCC1. The yield is 0.372. The product is [Si:9]([C:6]1[C:5]([F:16])=[C:4]([F:17])[N:3]=[C:2]([CH:30]([C:29]2[C:24]([Cl:23])=[N:25][CH:26]=[N:27][C:28]=2[Cl:32])[OH:31])[C:7]=1[F:8])([C:12]([CH3:15])([CH3:14])[CH3:13])([CH3:11])[CH3:10]. The reactants are Br[C:2]1[C:7]([F:8])=[C:6]([Si:9]([C:12]([CH3:15])([CH3:14])[CH3:13])([CH3:11])[CH3:10])[C:5]([F:16])=[C:4]([F:17])[N:3]=1.C([Li])CCC.[Cl:23][C:24]1[C:29]([CH:30]=[O:31])=[C:28]([Cl:32])[N:27]=[CH:26][N:25]=1.